From a dataset of Forward reaction prediction with 1.9M reactions from USPTO patents (1976-2016). Predict the product of the given reaction. (1) Given the reactants [F:1][C@H:2]1[C@@H:7]([O:8][C:9]2[CH:16]=[CH:15][C:14]([C:17]3[N:22]=[C:21]([NH:23][C:24]4[CH:29]=[CH:28][C:27]([N:30]5[CH2:35][CH2:34][N:33]([CH:36]6[CH2:39][O:38][CH2:37]6)[CH2:32][CH2:31]5)=[CH:26][CH:25]=4)[N:20]=[CH:19][N:18]=3)=[CH:13][C:10]=2[C:11]#[N:12])[CH2:6][CH2:5][NH:4][CH2:3]1.[NH2:40][C:41]1[CH:49]=[N:48][CH:47]=[CH:46][C:42]=1[C:43](O)=[O:44].C(N(CC)C(C)C)(C)C.CN(C(ON1N=NC2C=CC=NC1=2)=[N+](C)C)C.F[P-](F)(F)(F)(F)F, predict the reaction product. The product is: [NH2:40][C:41]1[CH:49]=[N:48][CH:47]=[CH:46][C:42]=1[C:43]([N:4]1[CH2:5][CH2:6][C@H:7]([O:8][C:9]2[CH:16]=[CH:15][C:14]([C:17]3[N:22]=[C:21]([NH:23][C:24]4[CH:29]=[CH:28][C:27]([N:30]5[CH2:31][CH2:32][N:33]([CH:36]6[CH2:39][O:38][CH2:37]6)[CH2:34][CH2:35]5)=[CH:26][CH:25]=4)[N:20]=[CH:19][N:18]=3)=[CH:13][C:10]=2[C:11]#[N:12])[C@H:2]([F:1])[CH2:3]1)=[O:44]. (2) The product is: [C:9]1([S:15]([N:18]2[C:22]3=[N:23][CH:24]=[C:25]([N+:28]([O-:30])=[O:29])[C:26]([NH:2][CH:3]4[CH2:7][CH2:6][CH:5]([OH:8])[CH2:4]4)=[C:21]3[CH:20]=[CH:19]2)(=[O:16])=[O:17])[CH:10]=[CH:11][CH:12]=[CH:13][CH:14]=1. Given the reactants Cl.[NH2:2][CH:3]1[CH2:7][CH2:6][CH:5]([OH:8])[CH2:4]1.[C:9]1([S:15]([N:18]2[C:22]3=[N:23][CH:24]=[C:25]([N+:28]([O-:30])=[O:29])[C:26](Cl)=[C:21]3[CH:20]=[CH:19]2)(=[O:17])=[O:16])[CH:14]=[CH:13][CH:12]=[CH:11][CH:10]=1.C(N(C(C)C)CC)(C)C, predict the reaction product. (3) The product is: [O:6]1[CH:7]=[CH:8][CH2:9][CH2:10][CH:5]1[CH2:4][O:3][CH2:14][C:15]([O:17][CH2:18][CH3:19])=[O:16]. Given the reactants [H-].[Na+].[OH:3][CH2:4][CH:5]1[CH2:10][CH2:9][CH:8]=[CH:7][O:6]1.[H][H].Br[CH2:14][C:15]([O:17][CH2:18][CH3:19])=[O:16], predict the reaction product. (4) Given the reactants I[C:2]1[CH:7]=[CH:6][N:5]=[CH:4][CH:3]=1.[NH:8]1[C:16]2[C:11](=[C:12]([CH2:17][N:18]3[CH2:23][CH2:22][CH:21]([C:24]4[CH:25]=[C:26]([NH:30][C:31](=[O:35])[CH:32]([CH3:34])[CH3:33])[CH:27]=[CH:28][CH:29]=4)[CH2:20][CH2:19]3)[CH:13]=[CH:14][CH:15]=2)[CH:10]=[CH:9]1, predict the reaction product. The product is: [CH3:34][CH:32]([CH3:33])[C:31]([NH:30][C:26]1[CH:27]=[CH:28][CH:29]=[C:24]([CH:21]2[CH2:22][CH2:23][N:18]([CH2:17][C:12]3[CH:13]=[CH:14][CH:15]=[C:16]4[C:11]=3[CH:10]=[CH:9][N:8]4[C:2]3[CH:7]=[CH:6][N:5]=[CH:4][CH:3]=3)[CH2:19][CH2:20]2)[CH:25]=1)=[O:35]. (5) Given the reactants [CH:1]([NH:3][C:4]1[CH:9]=[C:8]([N+:10]([O-:12])=[O:11])[CH:7]=[CH:6][C:5]=1[O:13][CH3:14])=O.[BH4-].[Na+].C(O)(=O)C, predict the reaction product. The product is: [CH3:1][NH:3][C:4]1[CH:9]=[C:8]([N+:10]([O-:12])=[O:11])[CH:7]=[CH:6][C:5]=1[O:13][CH3:14]. (6) Given the reactants [S:1]1[CH:5]=[CH:4][N:3]=[C:2]1[CH:6]=[O:7].[CH2:8](O)[CH2:9][CH2:10][OH:11], predict the reaction product. The product is: [O:7]1[CH2:8][CH2:9][CH2:10][O:11][CH:6]1[C:2]1[S:1][CH:5]=[CH:4][N:3]=1. (7) Given the reactants [Si:1]([O:8][C@H:9]([CH3:15])[C:10]([O:12]CC)=O)([C:4]([CH3:7])([CH3:6])[CH3:5])([CH3:3])[CH3:2].[Cl:16][CH2:17]C([O-])=O.[Na+].C(N(CC)CC)C.C([Mg]Cl)(C)(C)C.Cl, predict the reaction product. The product is: [Cl:16][CH2:17][C:10](=[O:12])[C@H:9]([O:8][Si:1]([C:4]([CH3:5])([CH3:6])[CH3:7])([CH3:2])[CH3:3])[CH3:15]. (8) The product is: [Cl:4][C:5]1[CH:6]=[C:7]([NH:1][C:2]2[S:3][C:21]([C:17]3[CH:18]=[CH:19][CH:20]=[C:15]([N+:12]([O-:14])=[O:13])[CH:16]=3)=[N:23][N:24]=2)[CH:8]=[CH:9][C:10]=1[F:11]. Given the reactants [N-:1]=[C:2]=[S:3].[Cl:4][C:5]1[CH:6]=[CH:7][CH:8]=[CH:9][C:10]=1[F:11].[N+:12]([C:15]1[CH:16]=[C:17]([C:21]([NH:23][NH2:24])=O)[CH:18]=[CH:19][CH:20]=1)([O-:14])=[O:13], predict the reaction product. (9) Given the reactants [NH2:1][C:2](=[O:25])[C@@H:3]([NH:10][C:11]([C@@H:13]1[CH2:18][CH2:17][CH2:16][CH2:15][C@H:14]1[N:19]1[CH2:24][CH2:23][NH:22][CH2:21][CH2:20]1)=[O:12])[C:4]1[CH:9]=[CH:8][CH:7]=[CH:6][CH:5]=1.C1C=CC2N(O)N=NC=2C=1.C(Cl)CCl.[CH:40]1([C:46](O)=[O:47])[CH2:45][CH2:44][CH2:43][CH2:42][CH2:41]1.CN1CCOCC1, predict the reaction product. The product is: [NH2:1][C:2](=[O:25])[C@@H:3]([NH:10][C:11]([C@@H:13]1[CH2:18][CH2:17][CH2:16][CH2:15][C@H:14]1[N:19]1[CH2:20][CH2:21][N:22]([C:46]([CH:40]2[CH2:45][CH2:44][CH2:43][CH2:42][CH2:41]2)=[O:47])[CH2:23][CH2:24]1)=[O:12])[C:4]1[CH:5]=[CH:6][CH:7]=[CH:8][CH:9]=1.